This data is from Peptide-MHC class I binding affinity with 185,985 pairs from IEDB/IMGT. The task is: Regression. Given a peptide amino acid sequence and an MHC pseudo amino acid sequence, predict their binding affinity value. This is MHC class I binding data. (1) The peptide sequence is IPLINVTFI. The MHC is HLA-B07:02 with pseudo-sequence HLA-B07:02. The binding affinity (normalized) is 0.403. (2) The peptide sequence is YLMTLMKGA. The MHC is HLA-A02:03 with pseudo-sequence HLA-A02:03. The binding affinity (normalized) is 1.00. (3) The peptide sequence is TMRTPLFPW. The MHC is HLA-A02:19 with pseudo-sequence HLA-A02:19. The binding affinity (normalized) is 0.0847. (4) The MHC is HLA-B46:01 with pseudo-sequence HLA-B46:01. The peptide sequence is IVFMWAIHH. The binding affinity (normalized) is 0.0847. (5) The peptide sequence is ELLSHVGQA. The MHC is HLA-B15:01 with pseudo-sequence HLA-B15:01. The binding affinity (normalized) is 0.0847. (6) The peptide sequence is ETACLGKAY. The MHC is HLA-A02:12 with pseudo-sequence HLA-A02:12. The binding affinity (normalized) is 0.0847. (7) The peptide sequence is HPVGEADYF. The MHC is HLA-B35:01 with pseudo-sequence HLA-B35:01. The binding affinity (normalized) is 0.733.